Predict the reactants needed to synthesize the given product. From a dataset of Full USPTO retrosynthesis dataset with 1.9M reactions from patents (1976-2016). (1) Given the product [F:16][C:13]1[CH:14]=[CH:15][C:10]([C:5]2[C:6](=[O:9])[N:7]([CH3:8])[C:2]([NH:32][C:23]([CH3:25])([C:26]3[CH:31]=[CH:30][CH:29]=[CH:28][CH:27]=3)[CH3:24])=[N:3][C:4]=2[C:17]2[CH:22]=[CH:21][N:20]=[CH:19][CH:18]=2)=[CH:11][CH:12]=1, predict the reactants needed to synthesize it. The reactants are: Cl[C:2]1[N:7]([CH3:8])[C:6](=[O:9])[C:5]([C:10]2[CH:15]=[CH:14][C:13]([F:16])=[CH:12][CH:11]=2)=[C:4]([C:17]2[CH:22]=[CH:21][N:20]=[CH:19][CH:18]=2)[N:3]=1.[C:23]([NH2:32])([C:26]1[CH:31]=[CH:30][CH:29]=[CH:28][CH:27]=1)([CH3:25])[CH3:24]. (2) Given the product [CH3:39][C:38]1[CH:37]=[CH:36][C:35]([C:40]2[N:44]=[C:43]([CH:45]3[CH2:46][N:47]([C:49]([O:51][CH3:52])=[O:50])[CH2:48]3)[O:42][N:41]=2)=[CH:34][C:33]=1[NH:32][C:18]([C:15]1[N:13]2[CH:14]=[C:9]([CH2:8][CH2:7][N:4]3[CH2:3][CH2:2][O:1][CH2:6][CH2:5]3)[CH:10]=[CH:11][C:12]2=[N:17][CH:16]=1)=[O:20], predict the reactants needed to synthesize it. The reactants are: [O:1]1[CH2:6][CH2:5][N:4]([CH2:7][CH2:8][C:9]2[CH:10]=[CH:11][C:12]3[N:13]([C:15]([C:18]([OH:20])=O)=[CH:16][N:17]=3)[CH:14]=2)[CH2:3][CH2:2]1.C(Cl)(=O)C(Cl)=O.CN(C)C=O.[NH2:32][C:33]1[CH:34]=[C:35]([C:40]2[N:44]=[C:43]([CH:45]3[CH2:48][N:47]([C:49]([O:51][CH3:52])=[O:50])[CH2:46]3)[O:42][N:41]=2)[CH:36]=[CH:37][C:38]=1[CH3:39]. (3) Given the product [CH:1]1[C:11]2[CH2:10][CH2:9][C:8]3[CH:12]=[CH:13][CH:14]=[CH:15][C:7]=3[C:6](=[CH:16][C:17]3[CH:18]=[C:19]([NH:23][S:28]([CH2:24][CH2:25][CH2:26][CH3:27])(=[O:30])=[O:29])[CH:20]=[CH:21][CH:22]=3)[C:5]=2[CH:4]=[CH:3][CH:2]=1, predict the reactants needed to synthesize it. The reactants are: [CH:1]1[C:11]2[CH2:10][CH2:9][C:8]3[CH:12]=[CH:13][CH:14]=[CH:15][C:7]=3[C:6](=[CH:16][C:17]3[CH:18]=[C:19]([NH2:23])[CH:20]=[CH:21][CH:22]=3)[C:5]=2[CH:4]=[CH:3][CH:2]=1.[CH2:24]([S:28](Cl)(=[O:30])=[O:29])[CH2:25][CH2:26][CH3:27]. (4) Given the product [O:8]1[C:7]2[CH:11]=[CH:12][C:4]([CH2:3][C@@H:30]([NH:31][S:32]([C:34]([CH3:37])([CH3:36])[CH3:35])=[O:33])[C@H:29]([O:28][Si:21]([C:24]([CH3:26])([CH3:25])[CH3:27])([CH3:23])[CH3:22])[CH2:38][O:39][Si:40]([C:43]([CH3:46])([CH3:45])[CH3:44])([CH3:42])[CH3:41])=[CH:5][C:6]=2[O:10][CH2:9]1, predict the reactants needed to synthesize it. The reactants are: [Mg].Cl[CH2:3][C:4]1[CH:12]=[CH:11][C:7]2[O:8][CH2:9][O:10][C:6]=2[CH:5]=1.CN(CCN(C)C)C.[Si:21]([O:28][C@H:29]([CH2:38][O:39][Si:40]([C:43]([CH3:46])([CH3:45])[CH3:44])([CH3:42])[CH3:41])/[CH:30]=[N:31]/[S:32]([C:34]([CH3:37])([CH3:36])[CH3:35])=[O:33])([C:24]([CH3:27])([CH3:26])[CH3:25])([CH3:23])[CH3:22]. (5) Given the product [C:1]([C:4]1[CH:5]=[C:6]([NH:10][CH:11]([C:15]2[CH:20]=[CH:19][C:18]([O:21][CH3:22])=[C:17]([O:23][CH3:24])[CH:16]=2)[C:12]([NH:25][CH2:26][C:27]2[CH:28]=[C:29]([NH:39][C:40](=[O:43])[O:41][CH3:42])[CH:30]=[CH:31][C:32]=2[S:33]([CH:36]([CH3:38])[CH3:37])(=[O:35])=[O:34])=[O:14])[CH:7]=[CH:8][CH:9]=1)(=[O:3])[NH2:2], predict the reactants needed to synthesize it. The reactants are: [C:1]([C:4]1[CH:5]=[C:6]([NH:10][CH:11]([C:15]2[CH:20]=[CH:19][C:18]([O:21][CH3:22])=[C:17]([O:23][CH3:24])[CH:16]=2)[C:12]([OH:14])=O)[CH:7]=[CH:8][CH:9]=1)(=[O:3])[NH2:2].[NH2:25][CH2:26][C:27]1[CH:28]=[C:29]([NH:39][C:40](=[O:43])[O:41][CH3:42])[CH:30]=[CH:31][C:32]=1[S:33]([CH:36]([CH3:38])[CH3:37])(=[O:35])=[O:34]. (6) Given the product [CH2:1]([N:5]=[C:6]1[CH2:11][CH2:10][CH2:9][CH2:8][CH2:7]1)[CH2:2][CH2:3][CH3:4], predict the reactants needed to synthesize it. The reactants are: [CH2:1]([NH2:5])[CH2:2][CH2:3][CH3:4].[C:6]1(=O)[CH2:11][CH2:10][CH2:9][CH2:8][CH2:7]1. (7) Given the product [OH:2][CH2:1][C@@H:33]1[CH2:32][CH:49]2[C@:44]([CH3:51])([CH2:45][CH2:46][C:47](=[O:50])[CH2:48]2)[C@@H:43]2[C@@H:34]1[C@H:35]1[C@@:39]([CH2:41][CH2:42]2)([CH3:40])[C:38](=[O:52])[CH2:37][CH2:36]1, predict the reactants needed to synthesize it. The reactants are: [CH2:1]1COC23OCCOC2([C@]2(CC[C@H]4[C@@H]([C@H](CO)CC5[C@]4(C)CCCC5)[C@@H]2C3)C)[O:2]1.C([C@@H:32]1[CH:49]2[C@:44]([CH3:51])([CH2:45][CH2:46][C:47](=[O:50])[CH2:48]2)[C@@H:43]2[C@H:34]([C@H:35]3[C@@:39]([CH2:41][CH2:42]2)([CH3:40])[C:38](=[O:52])[CH2:37][CH2:36]3)[CH2:33]1)#N. (8) Given the product [Br:1][C:2]1[CH:29]=[CH:28][C:5]([O:6][C:7]2[CH:12]=[CH:11][C:10]([C:13]3([N:22]4[CH2:23][CH2:24][N:25]([CH2:33][CH2:32][CH2:31][F:30])[CH2:26][CH2:27]4)[C:14](=[O:21])[NH:15][C:16](=[O:20])[NH:17][C:18]3=[O:19])=[CH:9][CH:8]=2)=[CH:4][CH:3]=1, predict the reactants needed to synthesize it. The reactants are: [Br:1][C:2]1[CH:29]=[CH:28][C:5]([O:6][C:7]2[CH:12]=[CH:11][C:10]([C:13]3([N:22]4[CH2:27][CH2:26][NH:25][CH2:24][CH2:23]4)[C:18](=[O:19])[NH:17][C:16](=[O:20])[NH:15][C:14]3=[O:21])=[CH:9][CH:8]=2)=[CH:4][CH:3]=1.[F:30][CH2:31][CH2:32][CH2:33]OS(C1C=CC(C)=CC=1)(=O)=O. (9) Given the product [Cl:15][C:12]1[CH:13]=[CH:14][C:9]([NH:8][C:6](=[O:7])[C:5]2[CH:22]=[CH:23][C:2]([NH:25][CH2:26][CH2:27][N:28]3[CH2:32][CH2:31][CH2:30][CH2:29]3)=[N:3][C:4]=2[CH3:24])=[CH:10][C:11]=1[C:16]1[CH:21]=[CH:20][CH:19]=[CH:18][N:17]=1, predict the reactants needed to synthesize it. The reactants are: Cl[C:2]1[CH:23]=[CH:22][C:5]([C:6]([NH:8][C:9]2[CH:14]=[CH:13][C:12]([Cl:15])=[C:11]([C:16]3[CH:21]=[CH:20][CH:19]=[CH:18][N:17]=3)[CH:10]=2)=[O:7])=[C:4]([CH3:24])[N:3]=1.[NH2:25][CH2:26][CH2:27][N:28]1[CH2:32][CH2:31][CH2:30][CH2:29]1.